This data is from Catalyst prediction with 721,799 reactions and 888 catalyst types from USPTO. The task is: Predict which catalyst facilitates the given reaction. (1) Reactant: [C:1]([N:4]1[C:12]2[C:7](=[CH:8][CH:9]=[CH:10][CH:11]=2)[CH2:6][CH:5]1[C:13]#[N:14])(=[O:3])[CH3:2].C(N(CC)CC)C.[SH2:22]. Product: [C:1]([N:4]1[C:12]2[C:7](=[CH:8][CH:9]=[CH:10][CH:11]=2)[CH2:6][CH:5]1[C:13](=[S:22])[NH2:14])(=[O:3])[CH3:2]. The catalyst class is: 17. (2) Reactant: [Br:1][C:2]1[CH:7]=[CH:6][C:5]([N:8]2[CH:12]=[CH:11][C:10]([NH:13][C:14](=[O:18])[CH2:15][C:16]#[N:17])=[C:9]2[C:19]([O:21]CC)=O)=[CH:4][CH:3]=1.[H-].[Na+].[H][H]. Product: [Br:1][C:2]1[CH:3]=[CH:4][C:5]([N:8]2[C:9]3[C:19]([OH:21])=[C:15]([C:16]#[N:17])[C:14](=[O:18])[NH:13][C:10]=3[CH:11]=[CH:12]2)=[CH:6][CH:7]=1. The catalyst class is: 7. (3) Reactant: [CH2:1]([O:3][C:4](=[O:21])[C:5]([C:10]1[CH:15]=[CH:14][C:13]([NH2:16])=[C:12]([NH:17][CH3:18])[C:11]=1[C:19]#[N:20])([CH3:9])[C:6](=[O:8])[CH3:7])[CH3:2].[F:22][C:23]1[CH:28]=[CH:27][C:26]([N:29]=[C:30]=S)=[C:25]([CH3:32])[CH:24]=1. Product: [CH2:1]([O:3][C:4](=[O:21])[C:5]([C:10]1[CH:15]=[CH:14][C:13]2[N:16]=[C:30]([NH:29][C:26]3[CH:27]=[CH:28][C:23]([F:22])=[CH:24][C:25]=3[CH3:32])[N:17]([CH3:18])[C:12]=2[C:11]=1[C:19]#[N:20])([CH3:9])[C:6](=[O:8])[CH3:7])[CH3:2]. The catalyst class is: 1. (4) Reactant: [Cl:1][C:2]1[CH:7]=[C:6]([Cl:8])[CH:5]=[CH:4][C:3]=1[C:9](=[O:16])[CH2:10][C:11]([O:13][CH2:14][CH3:15])=[O:12].[Br:17]Br. Product: [Br:17][CH:10]([C:9]([C:3]1[CH:4]=[CH:5][C:6]([Cl:8])=[CH:7][C:2]=1[Cl:1])=[O:16])[C:11]([O:13][CH2:14][CH3:15])=[O:12]. The catalyst class is: 4. (5) Reactant: [Br:1][C:2]1[C:3]([C:12]2[O:13][CH:14]=[CH:15][CH:16]=2)=[N:4][C:5]([NH2:11])=[N:6][C:7]=1S(C)=O.[CH:17]1[CH:18]=[CH:19][C:20]([CH2:23][CH2:24][OH:25])=[CH:21][CH:22]=1.C1CCN2C(=NCCC2)CC1. Product: [Br:1][C:2]1[C:3]([C:12]2[O:13][CH:14]=[CH:15][CH:16]=2)=[N:4][C:5]([NH2:11])=[N:6][C:7]=1[O:25][CH2:24][CH2:23][C:20]1[CH:21]=[CH:22][CH:17]=[CH:18][CH:19]=1. The catalyst class is: 12. (6) The catalyst class is: 50. Reactant: [CH3:1][C:2]1[CH:10]=[CH:9][C:5]([CH:6]=[N:7]O)=[CH:4][CH:3]=1.[ClH:11]. Product: [ClH:11].[CH3:1][C:2]1[CH:10]=[CH:9][C:5]([CH2:6][NH2:7])=[CH:4][CH:3]=1. (7) Reactant: [CH2:1]([O:3][C:4]1[CH:26]=[CH:25][C:7]([CH:8]=[C:9]2[CH2:14][CH2:13][CH2:12][CH:11]([C:15]([O:17]CC3C=CC=CC=3)=O)[CH2:10]2)=[CH:6][CH:5]=1)[CH3:2].Cl.[NH2:28][C@H:29]1[CH2:34][CH2:33][C@H:32]([OH:35])[CH2:31][CH2:30]1.F[P-](F)(F)(F)(F)F.N1(O[P+](N(C)C)(N(C)C)N(C)C)C2C=CC=CC=2N=N1.C(N(CC)C(C)C)(C)C. Product: [CH2:1]([O:3][C:4]1[CH:5]=[CH:6][C:7]([CH2:8][CH:9]2[CH2:14][CH2:13][CH2:12][CH:11]([C:15]([NH:28][C@H:29]3[CH2:34][CH2:33][C@H:32]([OH:35])[CH2:31][CH2:30]3)=[O:17])[CH2:10]2)=[CH:25][CH:26]=1)[CH3:2]. The catalyst class is: 19. (8) The catalyst class is: 2. Product: [CH3:26][O:25][C:22]1[CH:23]=[C:24]2[C:19](=[CH:20][C:21]=1[O:27][CH3:28])[N:18]=[CH:17][CH:16]=[C:15]2[O:14][C:8]1[CH:9]=[C:10]2[C:5](=[CH:6][CH:7]=1)[C:4]([NH:1][C:2]([NH:35][C:34]1[CH:36]=[CH:37][C:31]([O:30][CH3:29])=[CH:32][CH:33]=1)=[S:3])=[CH:13][CH:12]=[CH:11]2. Reactant: [N:1]([C:4]1[CH:13]=[CH:12][CH:11]=[C:10]2[C:5]=1[CH:6]=[CH:7][C:8]([O:14][C:15]1[C:24]3[C:19](=[CH:20][C:21]([O:27][CH3:28])=[C:22]([O:25][CH3:26])[CH:23]=3)[N:18]=[CH:17][CH:16]=1)=[CH:9]2)=[C:2]=[S:3].[CH3:29][O:30][C:31]1[CH:37]=[CH:36][C:34]([NH2:35])=[CH:33][CH:32]=1. (9) Reactant: [F:1][CH:2]([F:20])[C:3]1[CH:8]=[CH:7][C:6]([C:9]([F:19])([F:18])[CH2:10][N:11]2[CH2:16][CH2:15][CH:14]([NH2:17])[CH2:13][CH2:12]2)=[CH:5][CH:4]=1.Cl[C:22]1[C:23]2[CH:30]=[CH:29][NH:28][C:24]=2[N:25]=[CH:26][N:27]=1.CCN(C(C)C)C(C)C. Product: [F:20][CH:2]([F:1])[C:3]1[CH:8]=[CH:7][C:6]([C:9]([F:19])([F:18])[CH2:10][N:11]2[CH2:12][CH2:13][CH:14]([NH:17][C:22]3[C:23]4[CH:30]=[CH:29][NH:28][C:24]=4[N:25]=[CH:26][N:27]=3)[CH2:15][CH2:16]2)=[CH:5][CH:4]=1. The catalyst class is: 51. (10) Reactant: [ClH:1].[CH3:2][O:3][C:4]1[CH:5]=[C:6]2[C:11](=[CH:12][CH:13]=1)[CH2:10][NH:9][CH2:8][CH:7]2[CH2:14][CH2:15][NH:16][C:17](=[O:19])[CH3:18].[C:20]1([Bi]([C:20]2[CH:25]=[CH:24][CH:23]=[CH:22][CH:21]=2)[C:20]2[CH:25]=[CH:24][CH:23]=[CH:22][CH:21]=2)[CH:25]=[CH:24][CH:23]=[CH:22][CH:21]=1. Product: [ClH:1].[CH3:2][O:3][C:4]1[CH:5]=[C:6]2[C:11](=[CH:12][CH:13]=1)[CH2:10][N:9]([C:20]1[CH:25]=[CH:24][CH:23]=[CH:22][CH:21]=1)[CH2:8][CH:7]2[CH2:14][CH2:15][NH:16][C:17](=[O:19])[CH3:18]. The catalyst class is: 4.